From a dataset of Peptide-MHC class II binding affinity with 134,281 pairs from IEDB. Regression. Given a peptide amino acid sequence and an MHC pseudo amino acid sequence, predict their binding affinity value. This is MHC class II binding data. (1) The peptide sequence is INEPTAAAIAYGEDR. The MHC is HLA-DQA10102-DQB10602 with pseudo-sequence HLA-DQA10102-DQB10602. The binding affinity (normalized) is 0.617. (2) The peptide sequence is MNILLQYVVKSFD. The MHC is DRB4_0101 with pseudo-sequence DRB4_0103. The binding affinity (normalized) is 0.733. (3) The peptide sequence is SSGPQTLSIYRTAME. The MHC is H-2-IAd with pseudo-sequence H-2-IAd. The binding affinity (normalized) is 0.469. (4) The peptide sequence is HFFIGDFFVDHYYSE. The MHC is HLA-DQA10102-DQB10502 with pseudo-sequence HLA-DQA10102-DQB10502. The binding affinity (normalized) is 0.708. (5) The peptide sequence is GAEVHIGNGGPCLFM. The MHC is HLA-DPA10201-DPB10101 with pseudo-sequence HLA-DPA10201-DPB10101. The binding affinity (normalized) is 0.103. (6) The peptide sequence is VVLFAVFLGSAYGIP. The MHC is DRB3_0101 with pseudo-sequence DRB3_0101. The binding affinity (normalized) is 0.0872. (7) The peptide sequence is EWEFVNTPPLVKLWY. The MHC is HLA-DQA10301-DQB10302 with pseudo-sequence HLA-DQA10301-DQB10302. The binding affinity (normalized) is 0. (8) The peptide sequence is KAGFVILKTFTPGAE. The MHC is DRB1_0901 with pseudo-sequence DRB1_0901. The binding affinity (normalized) is 0.483. (9) The peptide sequence is GSCVYNMMGKREKKLGE. The MHC is DRB1_0404 with pseudo-sequence DRB1_0404. The binding affinity (normalized) is 0.461.